From a dataset of Reaction yield outcomes from USPTO patents with 853,638 reactions. Predict the reaction yield, written as a fraction of the theoretical maximum amount of product (1.0 means a 100% yield; for example, 0.34 means a 34% yield). (1) The reactants are Cl[C:2]1[CH:9]=[CH:8][CH:7]=[C:4]([C:5]#[N:6])[C:3]=1[C:10]#[N:11].[CH2:12]([C:18]1[S:22][C:21]([C:23]2[S:24][C:25](B3OC(C)(C)C(C)(C)O3)=[CH:26][CH:27]=2)=[CH:20][CH:19]=1)[CH2:13][CH2:14][CH2:15][CH2:16][CH3:17]. No catalyst specified. The product is [CH2:12]([C:18]1[S:22][C:21]([C:23]2[S:24][C:25]([C:2]3[CH:9]=[CH:8][CH:7]=[C:4]([C:5]#[N:6])[C:3]=3[C:10]#[N:11])=[CH:26][CH:27]=2)=[CH:20][CH:19]=1)[CH2:13][CH2:14][CH2:15][CH2:16][CH3:17]. The yield is 0.479. (2) The reactants are [CH3:1][C:2]([CH3:22])([O:4][C:5]([NH:7][C@@H:8]([CH2:13][C:14]#[C:15][C:16]1[CH:21]=[CH:20][N:19]=[CH:18][CH:17]=1)[C:9]([O:11][CH3:12])=[O:10])=[O:6])[CH3:3].[H][H].C(=O)([O-])O.[Na+].Cl[C:31]([O:33][CH2:34][C:35]1[CH:40]=[CH:39][CH:38]=[CH:37][CH:36]=1)=[O:32]. The catalyst is C(O)C.C(O)(=O)C.O1CCCC1.O.C(OCC)(=O)C.[Pd].[Pt]=O. The product is [CH3:3][C:2]([CH3:22])([O:4][C:5]([NH:7][C@@H:8]([CH2:13][CH2:14][CH2:15][CH:16]1[CH2:21][CH2:20][N:19]([C:31]([O:33][CH2:34][C:35]2[CH:40]=[CH:39][CH:38]=[CH:37][CH:36]=2)=[O:32])[CH2:18][CH2:17]1)[C:9]([O:11][CH3:12])=[O:10])=[O:6])[CH3:1]. The yield is 0.790.